From a dataset of Reaction yield outcomes from USPTO patents with 853,638 reactions. Predict the reaction yield, written as a fraction of the theoretical maximum amount of product (1.0 means a 100% yield; for example, 0.34 means a 34% yield). (1) The yield is 0.700. The product is [CH2:1]([O:8][C:9]([N:11]1[CH2:15][C@@H:14]([C:16]2[CH:17]=[CH:18][CH:19]=[CH:20][CH:21]=2)[CH2:13][C@H:12]1[CH2:22][C:23]#[N:24])=[O:10])[C:2]1[CH:3]=[CH:4][CH:5]=[CH:6][CH:7]=1. The reactants are [CH2:1]([O:8][C:9]([N:11]1[CH2:15][C:14]([C:16]2[CH:21]=[CH:20][CH:19]=[CH:18][CH:17]=2)=[CH:13][C@@H:12]1[CH2:22][C:23]#[N:24])=[O:10])[C:2]1[CH:7]=[CH:6][CH:5]=[CH:4][CH:3]=1. The catalyst is C(OCC)(=O)C.[OH-].[OH-].[Pd+2]. (2) The yield is 0.980. The reactants are C([N:8](CC1C=CC=CC=1)[C@@H:9]([CH2:32][C:33]1[CH:38]=[C:37]([F:39])[CH:36]=[C:35]([F:40])[CH:34]=1)[C@H:10]([O:24]CC1C=CC=CC=1)[C@H:11]1[CH2:16][O:15][C@@H:14]([O:17][CH2:18][C:19]([CH3:22])([CH3:21])[CH3:20])[C@H:13]([CH3:23])[NH:12]1)C1C=CC=CC=1.[H][H]. The catalyst is C(O)C.[OH-].[OH-].[Pd+2]. The product is [NH2:8][C@@H:9]([CH2:32][C:33]1[CH:38]=[C:37]([F:39])[CH:36]=[C:35]([F:40])[CH:34]=1)[C@@H:10]([C@H:11]1[CH2:16][O:15][C@@H:14]([O:17][CH2:18][C:19]([CH3:21])([CH3:22])[CH3:20])[C@H:13]([CH3:23])[NH:12]1)[OH:24]. (3) The reactants are Br[C:2]1[C:7](=[O:8])[N:6]([CH2:9][C:10]2[CH:15]=[CH:14][C:13]([C:16]3[C:17]([C:22]#[N:23])=[CH:18][CH:19]=[CH:20][CH:21]=3)=[CH:12][CH:11]=2)[C:5]([CH2:24][CH2:25][CH3:26])=[N:4][C:3]=1[CH2:27][CH3:28].[CH3:29][C:30]1[CH:35]=[C:34]([CH3:36])[N:33]=[CH:32][C:31]=1[OH:37].[OH-].[K+].CS(C)=O. The catalyst is C(OCC)(=O)C. The product is [CH3:29][C:30]1[CH:35]=[C:34]([CH3:36])[N:33]=[CH:32][C:31]=1[O:37][C:2]1[C:7](=[O:8])[N:6]([CH2:9][C:10]2[CH:15]=[CH:14][C:13]([C:16]3[C:17]([C:22]#[N:23])=[CH:18][CH:19]=[CH:20][CH:21]=3)=[CH:12][CH:11]=2)[C:5]([CH2:24][CH2:25][CH3:26])=[N:4][C:3]=1[CH2:27][CH3:28]. The yield is 0.800. (4) The reactants are C(O)(C(F)(F)F)=O.C(OC([N:15]1[CH2:18][CH:17]([C:19]([N:21]2[CH2:24][CH2:23][CH2:22]2)=[O:20])[CH2:16]1)=O)(C)(C)C. The catalyst is C(Cl)Cl. The product is [NH:15]1[CH2:18][CH:17]([C:19]([N:21]2[CH2:24][CH2:23][CH2:22]2)=[O:20])[CH2:16]1. The yield is 0.370.